This data is from Catalyst prediction with 721,799 reactions and 888 catalyst types from USPTO. The task is: Predict which catalyst facilitates the given reaction. (1) Reactant: [CH2:1]([O:8][C:9]1[C:17]([O:18][CH2:19][C:20]2[CH:25]=[CH:24][CH:23]=[CH:22][CH:21]=2)=[CH:16][CH:15]=[CH:14][C:10]=1[C:11](=[S:13])[NH2:12])[C:2]1[CH:7]=[CH:6][CH:5]=[CH:4][CH:3]=1.Br[CH2:27][C:28](=O)[C:29]([O:31][CH2:32][CH3:33])=[O:30].C(=O)([O-])O.[Na+]. Product: [CH2:1]([O:8][C:9]1[C:17]([O:18][CH2:19][C:20]2[CH:25]=[CH:24][CH:23]=[CH:22][CH:21]=2)=[CH:16][CH:15]=[CH:14][C:10]=1[C:11]1[S:13][CH:27]=[C:28]([C:29]([O:31][CH2:32][CH3:33])=[O:30])[N:12]=1)[C:2]1[CH:3]=[CH:4][CH:5]=[CH:6][CH:7]=1. The catalyst class is: 8. (2) Reactant: [CH:1]1([C:4]2[CH:9]=[CH:8][N:7]=[C:6]([NH:10][C:11]3[CH:12]=[C:13]([C:18]4[S:22][C:21]([C:23]5([NH:27]S(C(C)(C)C)=O)[CH2:26][CH2:25][CH2:24]5)=[N:20][CH:19]=4)[CH:14]=[C:15]([CH3:17])[CH:16]=3)[N:5]=2)[CH2:3][CH2:2]1.[ClH:34]. Product: [ClH:34].[NH2:27][C:23]1([C:21]2[S:22][C:18]([C:13]3[CH:12]=[C:11]([NH:10][C:6]4[N:5]=[C:4]([CH:1]5[CH2:3][CH2:2]5)[CH:9]=[CH:8][N:7]=4)[CH:16]=[C:15]([CH3:17])[CH:14]=3)=[CH:19][N:20]=2)[CH2:26][CH2:25][CH2:24]1. The catalyst class is: 12. (3) Reactant: [C:1](Cl)(Cl)=[O:2].[C:5]([O:9][C:10](=[O:31])[NH:11][CH2:12][C@H:13]([OH:30])[CH2:14][NH:15][C:16]1[CH:17]=[C:18]2[C:22](=[C:23]([F:25])[CH:24]=1)[N:21]([CH2:26][CH2:27][CH3:28])[C:20](=[O:29])[CH2:19]2)([CH3:8])([CH3:7])[CH3:6].C(N(CC)CC)C. Product: [C:5]([O:9][C:10](=[O:31])[NH:11][CH2:12][C@@H:13]1[O:30][C:1](=[O:2])[N:15]([C:16]2[CH:17]=[C:18]3[C:22](=[C:23]([F:25])[CH:24]=2)[N:21]([CH2:26][CH2:27][CH3:28])[C:20](=[O:29])[CH2:19]3)[CH2:14]1)([CH3:6])([CH3:7])[CH3:8]. The catalyst class is: 4. (4) Reactant: [CH2:1]1[CH2:6][C@H:5]([C:7]([OH:9])=[O:8])[CH2:4][CH2:3][C@H:2]1[CH2:10][NH2:11].[C:12]([O:15][CH:16]([O:20][C:21](ON1C(=O)CCC1=O)=[O:22])[CH:17]([CH3:19])[CH3:18])(=[O:14])[CH3:13]. Product: [C:12]([O:15][CH:16]([O:20][C:21]([NH:11][CH2:10][C@H:2]1[CH2:3][CH2:4][C@H:5]([C:7]([OH:9])=[O:8])[CH2:6][CH2:1]1)=[O:22])[CH:17]([CH3:19])[CH3:18])(=[O:14])[CH3:13]. The catalyst class is: 761. (5) Reactant: [NH2:1][C:2]1[CH:11]=[CH:10][C:5]2[NH:6][C:7](=[O:9])[O:8][C:4]=2[CH:3]=1.[Cl:12][C:13]1[N:18]=[C:17](Cl)[C:16]([CH3:20])=[CH:15][N:14]=1.CO. Product: [Cl:12][C:13]1[N:18]=[C:17]([NH:1][C:2]2[CH:11]=[CH:10][C:5]3[NH:6][C:7](=[O:9])[O:8][C:4]=3[CH:3]=2)[C:16]([CH3:20])=[CH:15][N:14]=1. The catalyst class is: 6. (6) Reactant: [C:1]1([CH:7]2[NH:12][CH2:11][CH2:10][N:9]([CH2:13][C:14]3[CH:19]=[CH:18][C:17]([C:20]4[CH:25]=[C:24]([CH3:26])[CH:23]=[CH:22][C:21]=4[Cl:27])=[CH:16][CH:15]=3)[CH2:8]2)[CH:6]=[CH:5][CH:4]=[CH:3][CH:2]=1.[CH3:28][N:29]=[C:30]=[O:31]. Product: [C:28]1([NH:29][C:30]([N:12]2[CH2:11][CH2:10][N:9]([CH2:13][C:14]3[CH:19]=[CH:18][C:17]([C:20]4[CH:25]=[C:24]([CH3:26])[CH:23]=[CH:22][C:21]=4[Cl:27])=[CH:16][CH:15]=3)[CH2:8][CH:7]2[C:1]2[CH:2]=[CH:3][CH:4]=[CH:5][CH:6]=2)=[O:31])[CH:5]=[CH:6][CH:1]=[CH:2][CH:3]=1. The catalyst class is: 4. (7) Product: [CH:1]1[CH:2]=[C:3]([N:9]2[CH2:14][CH2:13][N:12]([CH2:15][CH2:16][CH2:17][CH2:18][O:19][C:20]3[CH:21]=[CH:22][C:23]4[CH2:30][CH2:29][C:27](=[O:28])[NH:26][C:24]=4[CH:25]=3)[CH2:11][CH2:10]2)[C:4]([Cl:8])=[C:5]([Cl:7])[CH:6]=1.[C:31]([OH:40])(=[O:39])[CH2:32][CH2:33][CH2:34][CH2:35][C:36]([OH:38])=[O:37]. The catalyst class is: 5. Reactant: [CH:1]1[CH:2]=[C:3]([N:9]2[CH2:14][CH2:13][N:12]([CH2:15][CH2:16][CH2:17][CH2:18][O:19][C:20]3[CH:21]=[CH:22][C:23]4[CH2:30][CH2:29][C:27](=[O:28])[NH:26][C:24]=4[CH:25]=3)[CH2:11][CH2:10]2)[C:4]([Cl:8])=[C:5]([Cl:7])[CH:6]=1.[C:31]([OH:40])(=[O:39])[CH2:32][CH2:33][CH2:34][CH2:35][C:36]([OH:38])=[O:37].